From a dataset of Catalyst prediction with 721,799 reactions and 888 catalyst types from USPTO. Predict which catalyst facilitates the given reaction. (1) Reactant: [CH2:1]([NH2:4])[CH2:2][CH3:3].C1C=CC2N(O)N=NC=2C=1.C(NC(C)C)(C)C.C(Cl)CCl.[C:26]([O:30][C:31]([N:33]1[CH2:39][CH2:38][C:37]2[C:40]([NH:45][CH2:46][C:47]3[CH:52]=[CH:51][C:50]([C:53](O)=[O:54])=[C:49]([F:56])[CH:48]=3)=[C:41]([Cl:44])[CH:42]=[CH:43][C:36]=2[CH2:35][CH2:34]1)=[O:32])([CH3:29])([CH3:28])[CH3:27]. Product: [C:26]([O:30][C:31]([N:33]1[CH2:39][CH2:38][C:37]2[C:40]([NH:45][CH2:46][C:47]3[CH:52]=[CH:51][C:50]([C:53](=[O:54])[NH:4][CH2:1][CH2:2][CH3:3])=[C:49]([F:56])[CH:48]=3)=[C:41]([Cl:44])[CH:42]=[CH:43][C:36]=2[CH2:35][CH2:34]1)=[O:32])([CH3:28])([CH3:27])[CH3:29]. The catalyst class is: 1. (2) Reactant: [Cl:1][C:2]1[CH:3]=[CH:4][C:5]([O:9][C:10]2[CH:15]=[CH:14][CH:13]=[CH:12][CH:11]=2)=[C:6]([NH2:8])[CH:7]=1.[Cl:16][C:17]1[CH:22]=[CH:21][C:20]([S:23](Cl)(=[O:25])=[O:24])=[CH:19][C:18]=1[C:27]([F:30])([F:29])[F:28]. Product: [Cl:16][C:17]1[CH:22]=[CH:21][C:20]([S:23]([NH:8][C:6]2[CH:7]=[C:2]([Cl:1])[CH:3]=[CH:4][C:5]=2[O:9][C:10]2[CH:15]=[CH:14][CH:13]=[CH:12][CH:11]=2)(=[O:24])=[O:25])=[CH:19][C:18]=1[C:27]([F:30])([F:28])[F:29]. The catalyst class is: 17. (3) Reactant: C(O)(C(F)(F)F)=O.[NH2:8][CH2:9][CH2:10][NH:11][C:12](=[O:19])[C:13]1[CH:18]=[CH:17][CH:16]=[N:15][CH:14]=1.[C:20](O)(=[O:42])[CH2:21][CH2:22]/[CH:23]=[CH:24]\[CH2:25]/[CH:26]=[CH:27]\[CH2:28]/[CH:29]=[CH:30]\[CH2:31]/[CH:32]=[CH:33]\[CH2:34]/[CH:35]=[CH:36]\[CH2:37]/[CH:38]=[CH:39]\[CH2:40][CH3:41].CN(C(ON1N=NC2C=CC=NC1=2)=[N+](C)C)C.F[P-](F)(F)(F)(F)F.CCN(C(C)C)C(C)C. Product: [C:20]([NH:8][CH2:9][CH2:10][NH:11][C:12](=[O:19])[C:13]1[CH:18]=[CH:17][CH:16]=[N:15][CH:14]=1)(=[O:42])[CH2:21][CH2:22]/[CH:23]=[CH:24]\[CH2:25]/[CH:26]=[CH:27]\[CH2:28]/[CH:29]=[CH:30]\[CH2:31]/[CH:32]=[CH:33]\[CH2:34]/[CH:35]=[CH:36]\[CH2:37]/[CH:38]=[CH:39]\[CH2:40][CH3:41]. The catalyst class is: 210. (4) Reactant: [CH3:1][C:2]1[NH:7][C:6]([CH3:8])=[C:5]([C:9]([O:11][C@@H:12]2[CH2:16][N:15]([CH2:17][C:18]3[CH:23]=[CH:22][CH:21]=[CH:20][CH:19]=3)[CH2:14][CH2:13]2)=[O:10])[C@@H:4]([C:24]2[CH:29]=[CH:28][CH:27]=[C:26]([N+:30]([O-:32])=[O:31])[CH:25]=2)[C:3]=1[C:33]([O:35][CH3:36])=[O:34].Cl. Product: [CH3:1][C:2]1[NH:7][C:6]([CH3:8])=[C:5]([C:9]([O:11][C@@H:12]2[CH2:16][N:15]([CH2:17][C:18]3[CH:19]=[CH:20][CH:21]=[CH:22][CH:23]=3)[CH2:14][CH2:13]2)=[O:10])[C@@H:4]([C:24]2[CH:29]=[CH:28][CH:27]=[C:26]([N+:30]([O-:32])=[O:31])[CH:25]=2)[C:3]=1[C:33]([O:35][CH3:36])=[O:34]. The catalyst class is: 72. (5) Reactant: [CH3:1][O:2][C:3](=[O:16])[C:4]1[CH:9]=[C:8]([C:10]([F:13])([F:12])[F:11])[CH:7]=[C:6](Br)[C:5]=1[F:15].C(=O)([O-])[O-].[Cs+].[Cs+].[NH:23]1[CH2:27][CH2:26][CH2:25][C:24]1=[O:28].CC1(C)C2C=CC=C(P(C3C=CC=CC=3)C3C=CC=CC=3)C=2OC2C1=CC=CC=2P(C1C=CC=CC=1)C1C=CC=CC=1.COC(=O)C1C=C(C(F)(F)F)C=C(Cl)C=1N1CCCC1=O. Product: [CH3:1][O:2][C:3](=[O:16])[C:4]1[CH:9]=[C:8]([C:10]([F:13])([F:12])[F:11])[CH:7]=[C:6]([N:23]2[CH2:27][CH2:26][CH2:25][C:24]2=[O:28])[C:5]=1[F:15]. The catalyst class is: 62.